This data is from Reaction yield outcomes from USPTO patents with 853,638 reactions. The task is: Predict the reaction yield, written as a fraction of the theoretical maximum amount of product (1.0 means a 100% yield; for example, 0.34 means a 34% yield). (1) The reactants are [C:1]([C:3]1[CH:4]=[C:5]([S:10]([NH:13][C:14]2[CH:19]=[CH:18][C:17]([F:20])=[CH:16][N:15]=2)(=[O:12])=[O:11])[CH:6]=[CH:7][C:8]=1F)#[N:2].[Cl:21][C:22]1[CH:29]=[C:28]([OH:30])[CH:27]=[CH:26][C:23]=1[C:24]#[N:25].C(=O)([O-])[O-].[K+].[K+].C(=O)([O-])O.[Na+]. The catalyst is CS(C)=O.C(OCC)(=O)C. The product is [Cl:21][C:22]1[CH:29]=[C:28]([CH:27]=[CH:26][C:23]=1[C:24]#[N:25])[O:30][C:8]1[CH:7]=[CH:6][C:5]([S:10]([NH:13][C:14]2[CH:19]=[CH:18][C:17]([F:20])=[CH:16][N:15]=2)(=[O:12])=[O:11])=[CH:4][C:3]=1[C:1]#[N:2]. The yield is 0.460. (2) The reactants are Br[C:2]1[CH:7]=[CH:6][C:5]([F:8])=[CH:4][N:3]=1.C([Mg]Cl)(C)C.[CH2:14]([N:17]([CH2:25][C:26](N(OC)C)=[O:27])[C:18](=[O:24])[O:19][C:20]([CH3:23])([CH3:22])[CH3:21])[CH:15]=[CH2:16].Cl. The catalyst is O1CCCC1.C(OCC)(=O)C. The product is [CH2:14]([N:17]([CH2:25][C:26]([C:2]1[CH:7]=[CH:6][C:5]([F:8])=[CH:4][N:3]=1)=[O:27])[C:18](=[O:24])[O:19][C:20]([CH3:21])([CH3:22])[CH3:23])[CH:15]=[CH2:16]. The yield is 0.330. (3) The reactants are [CH:1]([N:4]1[C:8]([CH3:9])=[C:7]([C:10]([O:12]CC)=[O:11])[CH:6]=[N:5]1)([CH3:3])[CH3:2].[OH-].[Li+]. No catalyst specified. The product is [CH:1]([N:4]1[C:8]([CH3:9])=[C:7]([C:10]([OH:12])=[O:11])[CH:6]=[N:5]1)([CH3:3])[CH3:2]. The yield is 0.700. (4) The catalyst is [Pd].C(Cl)Cl.O. The product is [F:17][C:15]([F:16])([F:18])[C:10]1[CH:11]=[CH:12][CH:13]=[CH:14][C:9]=1[O:8][C:7]1[CH:6]=[N:5][NH:4][C:3](=[O:19])[CH:2]=1. The yield is 0.700. The reactants are Cl[C:2]1[C:3](=[O:19])[NH:4][N:5]=[CH:6][C:7]=1[O:8][C:9]1[CH:14]=[CH:13][CH:12]=[CH:11][C:10]=1[C:15]([F:18])([F:17])[F:16].[OH-].[Na+].[H][H]. (5) The reactants are O1CCCC1.[Br:6][C:7]1[CH:46]=[CH:45][C:10]([CH2:11][N:12]2[C:18]3[CH:19]=[CH:20][CH:21]=[CH:22][C:17]=3[N:16]([C:23]3[CH:28]=[CH:27][C:26]([CH2:29][NH:30][C:31]([O:33][C:34]([CH3:37])([CH3:36])[CH3:35])=[O:32])=[CH:25][CH:24]=3)[C:15](=[O:38])[CH:14]([CH2:39][C:40]([O:42]C)=[O:41])[C:13]2=[O:44])=[CH:9][CH:8]=1.[OH-].[Na+].S([O-])(O)(=O)=O.[K+]. The catalyst is O.CO. The product is [Br:6][C:7]1[CH:46]=[CH:45][C:10]([CH2:11][N:12]2[C:18]3[CH:19]=[CH:20][CH:21]=[CH:22][C:17]=3[N:16]([C:23]3[CH:28]=[CH:27][C:26]([CH2:29][NH:30][C:31]([O:33][C:34]([CH3:36])([CH3:37])[CH3:35])=[O:32])=[CH:25][CH:24]=3)[C:15](=[O:38])[CH:14]([CH2:39][C:40]([OH:42])=[O:41])[C:13]2=[O:44])=[CH:9][CH:8]=1. The yield is 0.980.